From a dataset of Full USPTO retrosynthesis dataset with 1.9M reactions from patents (1976-2016). Predict the reactants needed to synthesize the given product. (1) Given the product [C:1]([O:5][C:6](=[O:34])[NH:7][C:8]1([C:12]2[CH:17]=[CH:16][C:15]([C:18]3[C:23]([C:24]4[CH:25]=[CH:26][CH:27]=[CH:28][CH:29]=4)=[CH:22][N:21]4[N:30]=[C:31]([NH:33][C:35](=[O:37])[CH3:36])[N:32]=[C:20]4[N:19]=3)=[CH:14][CH:13]=2)[CH2:11][CH2:10][CH2:9]1)([CH3:4])([CH3:2])[CH3:3], predict the reactants needed to synthesize it. The reactants are: [C:1]([O:5][C:6](=[O:34])[NH:7][C:8]1([C:12]2[CH:17]=[CH:16][C:15]([C:18]3[C:23]([C:24]4[CH:29]=[CH:28][CH:27]=[CH:26][CH:25]=4)=[CH:22][N:21]4[N:30]=[C:31]([NH2:33])[N:32]=[C:20]4[N:19]=3)=[CH:14][CH:13]=2)[CH2:11][CH2:10][CH2:9]1)([CH3:4])([CH3:3])[CH3:2].[C:35](Cl)(=[O:37])[CH3:36]. (2) Given the product [C:1]([N:4]1[CH2:25][CH2:24][C:7]2[N:8]=[C:9]([NH:26][CH2:27][CH2:28][NH:29][C:30]3[N:31]=[CH:32][C:33]([C:36]#[N:37])=[CH:34][CH:35]=3)[N:10]=[C:11]([C:12]3[CH:17]=[CH:16][C:15]([Cl:18])=[CH:14][C:13]=3[Cl:19])[C:6]=2[CH2:5]1)(=[O:3])[CH3:2], predict the reactants needed to synthesize it. The reactants are: [C:1]([N:4]1[CH2:25][CH2:24][C:7]2[N:8]=[C:9](S(C)(=O)=O)[N:10]=[C:11]([C:12]3[CH:17]=[CH:16][C:15]([Cl:18])=[CH:14][C:13]=3[Cl:19])[C:6]=2[CH2:5]1)(=[O:3])[CH3:2].[NH2:26][CH2:27][CH2:28][NH:29][C:30]1[CH:35]=[CH:34][C:33]([C:36]#[N:37])=[CH:32][N:31]=1. (3) Given the product [O:1]=[C:2]1[CH2:11][CH2:10][CH2:9][C:8]2[C:7]([O:12][CH2:16][C:17]([O:19][CH2:20][CH3:21])=[O:18])=[CH:6][CH:5]=[CH:4][C:3]1=2, predict the reactants needed to synthesize it. The reactants are: [OH:1][C:2]1[CH:11]=[CH:10][CH:9]=[C:8]2[C:3]=1[CH2:4][CH2:5][CH2:6][C:7]2=[O:12].[H-].[Na+].Br[CH2:16][C:17]([O:19][CH2:20][CH3:21])=[O:18]. (4) Given the product [F:26][C:27]1[CH:32]=[C:31]([F:33])[CH:30]=[CH:29][C:28]=1[C:2]1[CH:7]=[CH:6][N:5]=[CH:4][C:3]=1[N:8]([CH3:25])[C:9](=[O:24])[C:10]1[CH:15]=[C:14]([C:16]([F:19])([F:18])[F:17])[CH:13]=[C:12]([C:20]([F:23])([F:22])[F:21])[CH:11]=1, predict the reactants needed to synthesize it. The reactants are: Br[C:2]1[CH:7]=[CH:6][N:5]=[CH:4][C:3]=1[N:8]([CH3:25])[C:9](=[O:24])[C:10]1[CH:15]=[C:14]([C:16]([F:19])([F:18])[F:17])[CH:13]=[C:12]([C:20]([F:23])([F:22])[F:21])[CH:11]=1.[F:26][C:27]1[CH:32]=[C:31]([F:33])[CH:30]=[CH:29][C:28]=1B(O)O. (5) Given the product [CH2:1]([O:3][C:4](=[O:12])[C:5]1[CH:10]=[CH:9][C:8]([O:11][CH2:14][CH2:15][CH2:16][Cl:17])=[CH:7][CH:6]=1)[CH3:2], predict the reactants needed to synthesize it. The reactants are: [CH2:1]([O:3][C:4](=[O:12])[C:5]1[CH:10]=[CH:9][C:8]([OH:11])=[CH:7][CH:6]=1)[CH3:2].Br[CH2:14][CH2:15][CH2:16][Cl:17].C(=O)([O-])[O-].[K+].[K+]. (6) Given the product [C:1]([C:5]1[C:6](=[O:19])[N:7]([CH2:15][C:16]([N:24]([CH2:23][CH2:22][C:21]([CH3:29])([CH3:28])[CH3:20])[CH2:25][CH2:26][CH3:27])=[O:18])[C:8]2[C:13]([CH:14]=1)=[CH:12][N:11]=[CH:10][CH:9]=2)([CH3:2])([CH3:3])[CH3:4], predict the reactants needed to synthesize it. The reactants are: [C:1]([C:5]1[C:6](=[O:19])[N:7]([CH2:15][C:16]([OH:18])=O)[C:8]2[C:13]([CH:14]=1)=[CH:12][N:11]=[CH:10][CH:9]=2)([CH3:4])([CH3:3])[CH3:2].[CH3:20][C:21]([CH3:29])([CH3:28])[CH2:22][CH2:23][NH:24][CH2:25][CH2:26][CH3:27]. (7) Given the product [Cl:8][C:3]1[C:4]([CH3:7])=[N:5][S:6][C:2]=1[NH:1][C:25](=[O:26])[C:24]([C:21]1[CH:22]=[CH:23][C:17]2[O:16][C:15]([CH2:14][C:13]([CH3:31])([CH3:12])[CH3:32])=[N:19][C:18]=2[CH:20]=1)([F:30])[CH3:29], predict the reactants needed to synthesize it. The reactants are: [NH2:1][C:2]1[S:6][N:5]=[C:4]([CH3:7])[C:3]=1[Cl:8].C[O-].[Na+].[CH3:12][C:13]([CH3:32])([CH3:31])[CH2:14][C:15]1[O:16][C:17]2[CH:23]=[CH:22][C:21]([C:24]([F:30])([CH3:29])[C:25](OC)=[O:26])=[CH:20][C:18]=2[N:19]=1.[Cl-].[NH4+]. (8) Given the product [Br:18][C:5]1[N:6]=[C:2]([CH3:1])[O:3][C:4]=1[C:7]1[CH:8]=[CH:9][C:10]([O:13][C:14]([F:17])([F:15])[F:16])=[CH:11][CH:12]=1, predict the reactants needed to synthesize it. The reactants are: [CH3:1][C:2]1[O:3][C:4]([C:7]2[CH:12]=[CH:11][C:10]([O:13][C:14]([F:17])([F:16])[F:15])=[CH:9][CH:8]=2)=[CH:5][N:6]=1.[Br:18]Br.